This data is from Full USPTO retrosynthesis dataset with 1.9M reactions from patents (1976-2016). The task is: Predict the reactants needed to synthesize the given product. (1) Given the product [CH2:29]([OH:28])[C@H:30]1[O:35][C@H:34]([O:36][CH:37]2[C@@H:46]([OH:47])[C@H:42]([OH:43])[CH:40]([OH:41])[C@H:39]([OH:44])[C@@H:38]2[OH:45])[C@H:33]([OH:48])[C@@H:32]([OH:49])[C@H:31]1[OH:50], predict the reactants needed to synthesize it. The reactants are: C(O)(=O)CCCCCCC/C=C\CCCCCCCC.C(O)[C@H]1O[C@H]([O:28][CH2:29][C@H:30]2[O:35][C@H:34]([O:36][C@:37]3([CH2:46][OH:47])[O:41][C@H:40]([CH2:42][OH:43])[C@@H:39]([OH:44])[C@@H:38]3[OH:45])[C@H:33]([OH:48])[C@@H:32]([OH:49])[C@@H:31]2[OH:50])[C@H](O)[C@@H](O)[C@H]1O.C(O)[C@H]1O[C@H](OC[C@H]2O[C@H](OC[C@H]3O[C@H](O[C@]4(CO)O[C@H](CO)[C@@H](O)[C@@H]4O)[C@H](O)[C@@H](O)[C@@H]3O)[C@H](O)[C@@H](O)[C@H]2O)[C@H](O)[C@@H](O)[C@H]1O. (2) Given the product [C:13]([C:12]1[CH:15]=[CH:16][C:9]([NH:8][CH2:7][CH2:6][CH2:5][CH2:4][CH2:3][CH2:2][O:1][C:22](=[O:23])[C:21]([CH3:26])([CH3:25])[CH3:20])=[C:10]([N+:17]([O-:19])=[O:18])[CH:11]=1)#[N:14], predict the reactants needed to synthesize it. The reactants are: [OH:1][CH2:2][CH2:3][CH2:4][CH2:5][CH2:6][CH2:7][NH:8][C:9]1[CH:16]=[CH:15][C:12]([C:13]#[N:14])=[CH:11][C:10]=1[N+:17]([O-:19])=[O:18].[CH3:20][C:21]([CH3:26])([CH3:25])[C:22](Cl)=[O:23]. (3) Given the product [Br:1][C:2]1[CH:3]=[C:4]([CH2:7][O:8][Si:20]([CH:24]([CH3:26])[CH3:25])([CH:21]([CH3:23])[CH3:22])[CH:17]([CH3:19])[CH3:18])[S:5][CH:6]=1, predict the reactants needed to synthesize it. The reactants are: [Br:1][C:2]1[CH:3]=[C:4]([CH2:7][OH:8])[S:5][CH:6]=1.C(Cl)Cl.N1C=CN=C1.[CH:17]([Si:20](Cl)([CH:24]([CH3:26])[CH3:25])[CH:21]([CH3:23])[CH3:22])([CH3:19])[CH3:18]. (4) The reactants are: [C-]#N.[Na+].Br[C:5]1[CH:10]=[CH:9][CH:8]=[C:7]([C:11]([F:14])([F:13])[F:12])[CH:6]=1.[CH3:15][NH:16]CCNC.[OH-].[NH4+]. Given the product [F:12][C:11]([F:14])([F:13])[C:7]1[CH:6]=[C:5]([CH:10]=[CH:9][CH:8]=1)[C:15]#[N:16], predict the reactants needed to synthesize it. (5) Given the product [CH2:38]([O:41][C:42]1[CH:47]=[C:46]([CH:45]=[CH:44][C:43]=1[CH3:50])[CH2:48][O:1][CH:2]1[CH:7]([C:8]2[CH:13]=[CH:12][C:11]([O:14][CH2:15][CH2:16][CH2:17][O:18][CH2:19][C:20]3[CH:25]=[CH:24][CH:23]=[CH:22][C:21]=3[O:26][CH3:27])=[CH:10][CH:9]=2)[CH2:6][CH2:5][N:4]([C:28]([O:30][CH2:31][C:32]2[CH:33]=[CH:34][CH:35]=[CH:36][CH:37]=2)=[O:29])[CH2:3]1)[CH:39]=[CH2:40], predict the reactants needed to synthesize it. The reactants are: [OH:1][CH:2]1[CH:7]([C:8]2[CH:13]=[CH:12][C:11]([O:14][CH2:15][CH2:16][CH2:17][O:18][CH2:19][C:20]3[CH:25]=[CH:24][CH:23]=[CH:22][C:21]=3[O:26][CH3:27])=[CH:10][CH:9]=2)[CH2:6][CH2:5][N:4]([C:28]([O:30][CH2:31][C:32]2[CH:37]=[CH:36][CH:35]=[CH:34][CH:33]=2)=[O:29])[CH2:3]1.[CH2:38]([O:41][C:42]1[CH:47]=[C:46]([CH2:48]Cl)[CH:45]=[CH:44][C:43]=1[CH3:50])[CH:39]=[CH2:40]. (6) Given the product [CH2:9]([O:8][C:6](=[O:7])[C:5]([O:4][C:1](=[O:3])[CH3:2])=[C:32]1[CH2:33][CH2:34][O:29][CH2:30][CH2:31]1)[CH3:10], predict the reactants needed to synthesize it. The reactants are: [C:1]([O:4][CH:5](P(OCC)(OCC)=O)[C:6]([O:8][CH2:9][CH3:10])=[O:7])(=[O:3])[CH3:2].[Cl-].[Li+].CN(C)C(N(C)C)=N.[O:29]1[CH2:34][CH2:33][C:32](=O)[CH2:31][CH2:30]1. (7) Given the product [CH2:5]([N:6]([CH3:10])[CH:7]=[N:15][C:13]1[C:12]([CH3:16])=[CH:11][C:10]2[N:6]([CH2:5][C:4](=[N:3][O:2][CH3:1])[CH2:17][O:18][C:19]3[CH:24]=[CH:23][CH:22]=[C:21]([C:25]([F:28])([F:27])[F:26])[CH:20]=3)[CH:7]=[N:8][C:9]=2[CH:14]=1)[CH3:4], predict the reactants needed to synthesize it. The reactants are: [CH3:1][O:2][N:3]=[C:4]([CH2:17][O:18][C:19]1[CH:24]=[CH:23][CH:22]=[C:21]([C:25]([F:28])([F:27])[F:26])[CH:20]=1)[CH2:5][N:6]1[C:10]2[CH:11]=[C:12]([CH3:16])[C:13]([NH2:15])=[CH:14][C:9]=2[N:8]=[CH:7]1. (8) Given the product [C:22]([CH2:21][CH:20]([NH:19][C:15]([C:7]1[CH:6]=[CH:5][C:4]([CH:1]2[CH2:2][CH2:3]2)=[C:9]([O:10][CH2:11][CH:12]2[CH2:13][CH2:14]2)[N:8]=1)=[O:17])[CH:25]1[CH2:26][CH2:27][O:28][CH2:29][CH2:30]1)(=[O:23])[NH2:24], predict the reactants needed to synthesize it. The reactants are: [CH:1]1([C:4]2[CH:5]=[CH:6][C:7]([C:15]([OH:17])=O)=[N:8][C:9]=2[O:10][CH2:11][CH:12]2[CH2:14][CH2:13]2)[CH2:3][CH2:2]1.Cl.[NH2:19][CH:20]([CH:25]1[CH2:30][CH2:29][O:28][CH2:27][CH2:26]1)[CH2:21][C:22]([NH2:24])=[O:23]. (9) Given the product [OH:67][CH2:66][CH2:65][N:59]1[CH2:64][CH2:63][N:62]([C:25]([C:24]2[CH:23]=[CH:22][C:21]([C:18]3[N:17]=[C:16]4[N:12]([CH2:11][C:7]5[CH:6]=[C:5]6[C:10](=[CH:9][CH:8]=5)[N:1]=[CH:2][CH:3]=[CH:4]6)[N:13]=[N:14][C:15]4=[CH:20][CH:19]=3)=[CH:29][CH:28]=2)=[O:26])[CH2:61][CH2:60]1, predict the reactants needed to synthesize it. The reactants are: [N:1]1[C:10]2[C:5](=[CH:6][C:7]([CH2:11][N:12]3[C:16]4=[N:17][C:18]([C:21]5[CH:29]=[CH:28][C:24]([C:25](O)=[O:26])=[CH:23][CH:22]=5)=[CH:19][CH:20]=[C:15]4[N:14]=[N:13]3)=[CH:8][CH:9]=2)[CH:4]=[CH:3][CH:2]=1.C1C=CC2N(O)N=NC=2C=1.CCN=C=NCCCN(C)C.Cl.C(N(CC)CC)C.[N:59]1([CH2:65][CH2:66][OH:67])[CH2:64][CH2:63][NH:62][CH2:61][CH2:60]1.